This data is from Catalyst prediction with 721,799 reactions and 888 catalyst types from USPTO. The task is: Predict which catalyst facilitates the given reaction. (1) Reactant: [Cl:1][C:2]1[C:7]([CH:8]=O)=[CH:6][CH:5]=[CH:4][N:3]=1.Cl.[NH2:11][OH:12].[OH-].[Na+].Cl. Product: [Cl:1][C:2]1[C:7]([CH:8]=[N:11][OH:12])=[CH:6][CH:5]=[CH:4][N:3]=1. The catalyst class is: 40. (2) Reactant: [NH2:1][C:2]1[CH:7]=[C:6]([NH:8][C:9]([C:11]2[N:12]([CH2:21][C:22]3[CH:27]=[CH:26][CH:25]=[C:24]([F:28])[CH:23]=3)[C:13]3[C:18]([CH:19]=2)=[CH:17][C:16]([F:20])=[CH:15][CH:14]=3)=[O:10])[CH:5]=[CH:4][N:3]=1.Cl[CH2:30][C:31](=O)[CH3:32]. Product: [CH3:32][C:31]1[N:1]=[C:2]2[CH:7]=[C:6]([NH:8][C:9]([C:11]3[N:12]([CH2:21][C:22]4[CH:27]=[CH:26][CH:25]=[C:24]([F:28])[CH:23]=4)[C:13]4[C:18]([CH:19]=3)=[CH:17][C:16]([F:20])=[CH:15][CH:14]=4)=[O:10])[CH:5]=[CH:4][N:3]2[CH:30]=1. The catalyst class is: 10. (3) Reactant: [C:1]([NH:8][CH2:9][C:10]([OH:12])=O)([O:3][C:4]([CH3:7])([CH3:6])[CH3:5])=[O:2].CN(C(ON1N=NC2C=CC=NC1=2)=[N+](C)C)C.F[P-](F)(F)(F)(F)F.CCN(C(C)C)C(C)C.FC(F)(F)C(O)=O.[CH3:53][CH:54]([O:56][C:57]1[CH:64]=[CH:63][C:62]([C:65]2[S:66][C:67]([N:70]3[C:78]([CH3:79])=[C:73]4[CH2:74][NH:75][CH2:76][CH2:77][C:72]4=[N:71]3)=[N:68][N:69]=2)=[CH:61][C:58]=1[C:59]#[N:60])[CH3:55]. Product: [C:59]([C:58]1[CH:61]=[C:62]([C:65]2[S:66][C:67]([N:70]3[C:78]([CH3:79])=[C:73]4[CH2:74][N:75]([C:10](=[O:12])[CH2:9][NH:8][C:1](=[O:2])[O:3][C:4]([CH3:5])([CH3:6])[CH3:7])[CH2:76][CH2:77][C:72]4=[N:71]3)=[N:68][N:69]=2)[CH:63]=[CH:64][C:57]=1[O:56][CH:54]([CH3:55])[CH3:53])#[N:60]. The catalyst class is: 9. (4) Reactant: [C:1](#[N:3])[CH3:2].[H-].[Na+].[Br:6][C:7]1[CH:8]=[C:9]([CH:14]=[CH:15][CH:16]=1)[C:10](OC)=[O:11].Cl. The catalyst class is: 20. Product: [Br:6][C:7]1[CH:8]=[C:9]([C:10](=[O:11])[CH2:2][C:1]#[N:3])[CH:14]=[CH:15][CH:16]=1.